Dataset: Full USPTO retrosynthesis dataset with 1.9M reactions from patents (1976-2016). Task: Predict the reactants needed to synthesize the given product. Given the product [NH2:1][C:4]1[CH:15]=[CH:14][C:7]2[C:8](=[O:13])[NH:9][S:10](=[O:12])(=[O:11])[C:6]=2[CH:5]=1, predict the reactants needed to synthesize it. The reactants are: [N+:1]([C:4]1[CH:15]=[CH:14][C:7]2[C:8](=[O:13])[NH:9][S:10](=[O:12])(=[O:11])[C:6]=2[CH:5]=1)([O-])=O.C1CCCCC=1.